Dataset: Peptide-MHC class II binding affinity with 134,281 pairs from IEDB. Task: Regression. Given a peptide amino acid sequence and an MHC pseudo amino acid sequence, predict their binding affinity value. This is MHC class II binding data. (1) The peptide sequence is VWKRELNLLDKRQFE. The MHC is HLA-DQA10501-DQB10302 with pseudo-sequence HLA-DQA10501-DQB10302. The binding affinity (normalized) is 0. (2) The peptide sequence is YEEFCDAVYENDKLK. The MHC is DRB4_0101 with pseudo-sequence DRB4_0103. The binding affinity (normalized) is 0.222. (3) The peptide sequence is QKRTLSLLQYARYPI. The MHC is DRB1_0301 with pseudo-sequence DRB1_0301. The binding affinity (normalized) is 0.401. (4) The peptide sequence is LELLQRRFGGTVIRN. The MHC is DRB3_0301 with pseudo-sequence DRB3_0301. The binding affinity (normalized) is 0.728.